Dataset: Reaction yield outcomes from USPTO patents with 853,638 reactions. Task: Predict the reaction yield, written as a fraction of the theoretical maximum amount of product (1.0 means a 100% yield; for example, 0.34 means a 34% yield). (1) The reactants are [NH:1]1[C:9]2[C:4](=[CH:5][CH:6]=[CH:7][CH:8]=2)[C:3]2([C:13]3=[CH:14][C:15]4[O:19][CH2:18][O:17][C:16]=4[CH:20]=[C:12]3[O:11][CH2:10]2)[C:2]1=[O:21].C(=O)([O-])[O-].[Cs+].[Cs+].Br[CH2:29][C:30]1[O:31][C:32]([C:35]([F:38])([F:37])[F:36])=[CH:33][CH:34]=1. The catalyst is CC(C)=O. The product is [F:36][C:35]([F:38])([F:37])[C:32]1[O:31][C:30]([CH2:29][N:1]2[C:9]3[C:4](=[CH:5][CH:6]=[CH:7][CH:8]=3)[C:3]3([C:13]4=[CH:14][C:15]5[O:19][CH2:18][O:17][C:16]=5[CH:20]=[C:12]4[O:11][CH2:10]3)[C:2]2=[O:21])=[CH:34][CH:33]=1. The yield is 0.730. (2) The reactants are [CH3:1][O:2][C:3](=[O:27])[C@@H:4]([NH:10][C:11]([C:13]1[CH:18]=[CH:17][C:16]([C:19]2[CH:24]=[CH:23][C:22]([CH2:25][CH3:26])=[CH:21][CH:20]=2)=[CH:15][CH:14]=1)=[O:12])[C@H:5]([N:7]=[N+]=[N-])[CH3:6]. The catalyst is CO. The product is [CH3:1][O:2][C:3](=[O:27])[C@@H:4]([NH:10][C:11]([C:13]1[CH:18]=[CH:17][C:16]([C:19]2[CH:24]=[CH:23][C:22]([CH2:25][CH3:26])=[CH:21][CH:20]=2)=[CH:15][CH:14]=1)=[O:12])[C@H:5]([NH2:7])[CH3:6]. The yield is 0.990. (3) The reactants are I[C:2]1[C:6]2[C:7]([O:11][CH:12]3[CH2:17][CH2:16][O:15][CH2:14][CH2:13]3)=[N:8][CH:9]=[CH:10][C:5]=2[N:4]([C:18]([C:31]2[CH:36]=[CH:35][CH:34]=[CH:33][CH:32]=2)([C:25]2[CH:30]=[CH:29][CH:28]=[CH:27][CH:26]=2)[C:19]2[CH:24]=[CH:23][CH:22]=[CH:21][CH:20]=2)[N:3]=1.[Cl:37][C:38]1[CH:43]=[C:42](B(O)O)[CH:41]=[CH:40][N:39]=1.C(#N)C.C([O-])(=O)C.[K+]. The catalyst is O.ClCCl. The product is [Cl:37][C:38]1[CH:43]=[C:42]([C:2]2[C:6]3[C:7]([O:11][CH:12]4[CH2:17][CH2:16][O:15][CH2:14][CH2:13]4)=[N:8][CH:9]=[CH:10][C:5]=3[N:4]([C:18]([C:31]3[CH:36]=[CH:35][CH:34]=[CH:33][CH:32]=3)([C:25]3[CH:30]=[CH:29][CH:28]=[CH:27][CH:26]=3)[C:19]3[CH:24]=[CH:23][CH:22]=[CH:21][CH:20]=3)[N:3]=2)[CH:41]=[CH:40][N:39]=1. The yield is 0.660. (4) The reactants are [CH3:1][C:2]1[CH:3]=[C:4]([CH2:31][C:32]([NH2:34])=[O:33])[CH:5]=[CH:6][C:7]=1/[CH:8]=[CH:9]/[S:10]([N:13]1[CH2:30][CH2:29][C:16]2([N:20]=[C:19]([CH:21]3[CH2:26][CH2:25][CH:24]([CH3:27])[CH2:23][CH2:22]3)[NH:18][C:17]2=[O:28])[CH2:15][CH2:14]1)(=[O:12])=[O:11].[H][H]. The catalyst is C(#N)C.[OH-].[Pd+2].[OH-]. The product is [CH3:1][C:2]1[CH:3]=[C:4]([CH2:31][C:32]([NH2:34])=[O:33])[CH:5]=[CH:6][C:7]=1[CH2:8][CH2:9][S:10]([N:13]1[CH2:14][CH2:15][C:16]2([N:20]=[C:19]([CH:21]3[CH2:22][CH2:23][CH:24]([CH3:27])[CH2:25][CH2:26]3)[NH:18][C:17]2=[O:28])[CH2:29][CH2:30]1)(=[O:12])=[O:11]. The yield is 0.720. (5) The reactants are [CH2:1]([O:3][C:4]1[N:9]=[C:8]([S:10][CH3:11])[N:7]=[C:6]([C:12]2[S:16][C:15]([C:17](=[O:19])[CH3:18])=[CH:14][CH:13]=2)[CH:5]=1)[CH3:2].C[Si]([N-][Si](C)(C)C)(C)C.[Li+].[F:30][C:31]([F:38])([F:37])[C:32](OCC)=[O:33].Cl. The catalyst is C1COCC1.O. The product is [CH2:1]([O:3][C:4]1[N:9]=[C:8]([S:10][CH3:11])[N:7]=[C:6]([C:12]2[S:16][C:15]([C:17](=[O:19])[CH2:18][C:32](=[O:33])[C:31]([F:38])([F:37])[F:30])=[CH:14][CH:13]=2)[CH:5]=1)[CH3:2]. The yield is 0.980. (6) The reactants are [Cl:1][C:2]1[C:10]([C:11]#[N:12])=[CH:9][CH:8]=[C:7]2[C:3]=1[CH:4]=[C:5]([CH:17]([F:19])[F:18])[N:6]2[CH2:13][C:14]([OH:16])=O.CCN=C=NCCCN(C)C.Cl.[F:32][C:33]1[CH:42]=[C:41]([F:43])[CH:40]=[CH:39][C:34]=1[C:35]([NH:37][NH2:38])=O.S(Cl)(C1C=CC(C)=CC=1)(=O)=O. The catalyst is ClCCCl. The product is [Cl:1][C:2]1[C:10]([C:11]#[N:12])=[CH:9][CH:8]=[C:7]2[C:3]=1[CH:4]=[C:5]([CH:17]([F:19])[F:18])[N:6]2[CH2:13][C:14]1[O:16][C:35]([C:34]2[CH:39]=[CH:40][C:41]([F:43])=[CH:42][C:33]=2[F:32])=[N:37][N:38]=1. The yield is 0.380. (7) The reactants are [NH2:1][C:2]1[N:7]=[CH:6][C:5]([C:8]2[O:12][N:11]=[C:10]([CH2:13][C:14]3[CH:19]=[CH:18][C:17]([OH:20])=[CH:16][CH:15]=3)[CH:9]=2)=[CH:4][CH:3]=1.O1CCCC1.[OH-].[Na+].Cl[CH2:29][C:30]1[CH:35]=[CH:34][C:33]([F:36])=[CH:32][N:31]=1. The catalyst is CN(C)C=O. The product is [F:36][C:33]1[CH:34]=[CH:35][C:30]([CH2:29][O:20][C:17]2[CH:18]=[CH:19][C:14]([CH2:13][C:10]3[CH:9]=[C:8]([C:5]4[CH:4]=[CH:3][C:2]([NH2:1])=[N:7][CH:6]=4)[O:12][N:11]=3)=[CH:15][CH:16]=2)=[N:31][CH:32]=1. The yield is 0.110. (8) The reactants are [OH:1][C@@H:2]1[CH2:6][CH2:5][N:4]([C:7]2[CH:12]=[CH:11][C:10]([S:13]([NH:16][C:17]3[S:18][CH:19]=[CH:20][N:21]=3)(=[O:15])=[O:14])=[CH:9][CH:8]=2)[C:3]1=[O:22].CN(C=O)C.CCN(C(C)C)C(C)C.[F:37][C:38]1[CH:43]=[CH:42][C:41]([S:44](Cl)(=[O:46])=[O:45])=[CH:40][CH:39]=1. The catalyst is CO. The product is [F:37][C:38]1[CH:43]=[CH:42][C:41]([S:44]([N:16]([S:13]([C:10]2[CH:11]=[CH:12][C:7]([N:4]3[CH2:5][CH2:6][C@@H:2]([OH:1])[C:3]3=[O:22])=[CH:8][CH:9]=2)(=[O:14])=[O:15])[C:17]2[S:18][CH:19]=[CH:20][N:21]=2)(=[O:46])=[O:45])=[CH:40][CH:39]=1. The yield is 0.890. (9) The reactants are C([O:3][C:4]([C:6]1[O:10][N:9]=[C:8]([CH3:11])[CH:7]=1)=[O:5])C.[OH-].[Na+].CO.Cl. The catalyst is O1CCCC1.O. The product is [CH3:11][C:8]1[CH:7]=[C:6]([C:4]([OH:5])=[O:3])[O:10][N:9]=1. The yield is 0.900.